From a dataset of Forward reaction prediction with 1.9M reactions from USPTO patents (1976-2016). Predict the product of the given reaction. (1) The product is: [CH3:1][O:2][C:3]1[C:7](/[CH:8]=[N:21]/[OH:22])=[CH:6][N:5]([C:10]2[CH:15]=[CH:14][C:13]([C:16]([F:19])([F:18])[F:17])=[CH:12][CH:11]=2)[N:4]=1. Given the reactants [CH3:1][O:2][C:3]1[C:7]([CH:8]=O)=[CH:6][N:5]([C:10]2[CH:15]=[CH:14][C:13]([C:16]([F:19])([F:18])[F:17])=[CH:12][CH:11]=2)[N:4]=1.Cl.[NH2:21][OH:22].C([O-])(=O)C.[Na+], predict the reaction product. (2) Given the reactants [N+]([O-])([O-])=O.[Ba+2:5].[N+]([O-])([O-])=O.[CH2:10]([C:12]1[C:22]([C:23]([CH3:26])([CH3:25])[CH3:24])=[C:21]([OH:27])[C:20]([C:28]([CH3:31])([CH3:30])[CH3:29])=[CH:19][C:13]=1[CH2:14][P:15](=[O:18])([O-:17])[O-:16])[CH3:11].[Na+].[Na+], predict the reaction product. The product is: [CH2:10]([C:12]1[C:22]([C:23]([CH3:25])([CH3:24])[CH3:26])=[C:21]([OH:27])[C:20]([C:28]([CH3:29])([CH3:31])[CH3:30])=[CH:19][C:13]=1[CH2:14][P:15](=[O:16])([O-:18])[O-:17])[CH3:11].[CH2:10]([C:12]1[C:22]([C:23]([CH3:25])([CH3:24])[CH3:26])=[C:21]([OH:27])[C:20]([C:28]([CH3:29])([CH3:31])[CH3:30])=[CH:19][C:13]=1[CH2:14][P:15](=[O:16])([O-:18])[O-:17])[CH3:11].[Ba+2:5].[Ba+2:5]. (3) The product is: [C:1]([N:4]1[CH2:9][CH2:8][CH:7]([CH2:10][C:11]([NH:13][C:14]2[CH:19]=[CH:18][C:17]([C:25]3[CH:24]=[CH:23][C:22]([F:21])=[C:27]([F:28])[CH:26]=3)=[CH:16][CH:15]=2)=[O:12])[CH2:6][CH2:5]1)(=[O:3])[CH3:2]. Given the reactants [C:1]([N:4]1[CH2:9][CH2:8][CH:7]([CH2:10][C:11]([NH:13][C:14]2[CH:19]=[CH:18][C:17](Br)=[CH:16][CH:15]=2)=[O:12])[CH2:6][CH2:5]1)(=[O:3])[CH3:2].[F:21][C:22]1[CH:23]=[C:24](B(O)O)[CH:25]=[CH:26][C:27]=1[F:28], predict the reaction product. (4) Given the reactants Cl[C:2](OC1C=CC([N+]([O-])=O)=CC=1)=[O:3].[NH2:14][C:15]1[CH:42]=[CH:41][C:18]([C:19]([N:21]2[CH2:26][CH2:25][N:24]([CH2:27][C:28]3[CH:29]=[C:30]([CH:38]=[CH:39][CH:40]=3)[C:31]([NH:33][C:34]([CH3:37])([CH3:36])[CH3:35])=[O:32])[CH2:23][CH2:22]2)=[O:20])=[C:17]([F:43])[CH:16]=1.[CH:44]1([CH2:47][NH2:48])[CH2:46][CH2:45]1, predict the reaction product. The product is: [C:34]([NH:33][C:31](=[O:32])[C:30]1[CH:38]=[CH:39][CH:40]=[C:28]([CH2:27][N:24]2[CH2:25][CH2:26][N:21]([C:19](=[O:20])[C:18]3[CH:41]=[CH:42][C:15]([NH:14][C:2]([NH:48][CH2:47][CH:44]4[CH2:46][CH2:45]4)=[O:3])=[CH:16][C:17]=3[F:43])[CH2:22][CH2:23]2)[CH:29]=1)([CH3:37])([CH3:36])[CH3:35]. (5) Given the reactants [CH2:1]([O:8][C:9]1[CH:26]=[CH:25][C:12]([CH2:13][NH:14][CH2:15][CH2:16][C:17](=[O:24])[NH:18][O:19][C:20]([CH3:23])([CH3:22])[CH3:21])=[CH:11][C:10]=1[O:27][CH3:28])[C:2]1[CH:7]=[CH:6][CH:5]=[CH:4][CH:3]=1.C(N(CC)CC)C.[C:36](Cl)(=[O:40])[CH:37]([CH3:39])[CH3:38], predict the reaction product. The product is: [CH2:1]([O:8][C:9]1[CH:26]=[CH:25][C:12]([CH2:13][N:14]([CH2:15][CH2:16][C:17](=[O:24])[NH:18][O:19][C:20]([CH3:22])([CH3:23])[CH3:21])[C:36](=[O:40])[CH:37]([CH3:39])[CH3:38])=[CH:11][C:10]=1[O:27][CH3:28])[C:2]1[CH:3]=[CH:4][CH:5]=[CH:6][CH:7]=1. (6) Given the reactants [ClH:1].[C:2]([C:4]1[CH:5]=[C:6]([C:14]2[O:18][N:17]=[C:16]([C:19]3[CH:40]=[CH:39][C:22]4[CH2:23][CH2:24][N:25]([C:28](=[O:38])[CH2:29][NH:30]C(=O)OC(C)(C)C)[CH2:26][CH2:27][C:21]=4[C:20]=3[CH3:41])[N:15]=2)[CH:7]=[CH:8][C:9]=1[O:10][CH:11]([CH3:13])[CH3:12])#[N:3], predict the reaction product. The product is: [ClH:1].[NH2:30][CH2:29][C:28]([N:25]1[CH2:24][CH2:23][C:22]2[CH:39]=[CH:40][C:19]([C:16]3[N:15]=[C:14]([C:6]4[CH:7]=[CH:8][C:9]([O:10][CH:11]([CH3:13])[CH3:12])=[C:4]([CH:5]=4)[C:2]#[N:3])[O:18][N:17]=3)=[C:20]([CH3:41])[C:21]=2[CH2:27][CH2:26]1)=[O:38]. (7) Given the reactants [CH3:1][O:2][CH2:3][O:4][C:5]1[CH:10]=[CH:9][C:8]([CH:11]([C:13]2[CH:18]=[CH:17][CH:16]=[CH:15][C:14]=2[N+:19]([O-:21])=[O:20])[OH:12])=[CH:7][CH:6]=1, predict the reaction product. The product is: [CH3:1][O:2][CH2:3][O:4][C:5]1[CH:10]=[CH:9][C:8]([C:11]([C:13]2[CH:18]=[CH:17][CH:16]=[CH:15][C:14]=2[N+:19]([O-:21])=[O:20])=[O:12])=[CH:7][CH:6]=1. (8) Given the reactants [CH3:1][O:2][C:3](=[O:18])[CH2:4][N:5]1[C:9](=[O:10])[NH:8][C:7]([C:11]2[CH:16]=[CH:15][C:14]([Cl:17])=[CH:13][CH:12]=2)=[N:6]1.[Li+].C[Si]([N-][Si](C)(C)C)(C)C.Br[CH2:30][CH2:31][CH2:32][C:33]([O:35][C:36]([CH3:39])([CH3:38])[CH3:37])=[O:34].Cl, predict the reaction product. The product is: [C:36]([O:35][C:33](=[O:34])[CH2:32][CH2:31][CH2:30][N:8]1[C:9](=[O:10])[N:5]([CH2:4][C:3]([O:2][CH3:1])=[O:18])[N:6]=[C:7]1[C:11]1[CH:16]=[CH:15][C:14]([Cl:17])=[CH:13][CH:12]=1)([CH3:39])([CH3:38])[CH3:37].